This data is from Full USPTO retrosynthesis dataset with 1.9M reactions from patents (1976-2016). The task is: Predict the reactants needed to synthesize the given product. (1) Given the product [C:12]1([S:18]([N:1]2[CH2:6][CH2:5][CH2:4][CH:3]([C:7]([O:9][CH2:10][CH3:11])=[O:8])[CH2:2]2)(=[O:20])=[O:19])[CH:17]=[CH:16][CH:15]=[CH:14][CH:13]=1, predict the reactants needed to synthesize it. The reactants are: [NH:1]1[CH2:6][CH2:5][CH2:4][CH:3]([C:7]([O:9][CH2:10][CH3:11])=[O:8])[CH2:2]1.[C:12]1([S:18](Cl)(=[O:20])=[O:19])[CH:17]=[CH:16][CH:15]=[CH:14][CH:13]=1.C(N(CC)CC)C. (2) Given the product [CH:1]1([CH2:4][NH:5][C:6]([C:8]2[NH:9][CH:10]=[C:11]([C:13]([C:15]3[C:16]([C:21]4[CH:22]=[CH:23][C:24]([F:27])=[C:25]([F:28])[CH:26]=4)=[N:17][O:18][C:19]=3[CH3:20])=[O:14])[CH:12]=2)=[O:7])[CH2:3][CH2:2]1, predict the reactants needed to synthesize it. The reactants are: [CH:1]1([CH2:4][NH:5][C:6]([C:8]2[NH:9][CH:10]=[C:11]([C:13]([C:15]3[C:16]([C:21]4[CH:26]=[CH:25][C:24]([F:27])=[CH:23][CH:22]=4)=[N:17][O:18][C:19]=3[CH3:20])=[O:14])[CH:12]=2)=[O:7])[CH2:3][CH2:2]1.[F:28]C1C=C(C2C(C(C3C=C(C(=O)C(Cl)(Cl)Cl)NC=3)=O)=C(C)ON=2)C=CC=1F.C1(CN)CC1. (3) Given the product [F:18][C:19]([F:30])([F:29])[C:20]1[CH:25]=[CH:24][C:23]([C:2]2[CH:17]=[CH:16][C:5]([O:6][C:7]3[CH:12]=[N:11][CH:10]=[C:9]4[S:13][CH:14]=[CH:15][C:8]=34)=[CH:4][CH:3]=2)=[CH:22][CH:21]=1, predict the reactants needed to synthesize it. The reactants are: I[C:2]1[CH:17]=[CH:16][C:5]([O:6][C:7]2[CH:12]=[N:11][CH:10]=[C:9]3[S:13][CH:14]=[CH:15][C:8]=23)=[CH:4][CH:3]=1.[F:18][C:19]([F:30])([F:29])[C:20]1[CH:25]=[CH:24][C:23](B(O)O)=[CH:22][CH:21]=1.C(=O)([O-])[O-].[Na+].[Na+].